Dataset: Full USPTO retrosynthesis dataset with 1.9M reactions from patents (1976-2016). Task: Predict the reactants needed to synthesize the given product. (1) Given the product [NH2:9][C:8]1[C:7]([OH:6])=[C:13]([S:14]([N:17]2[CH2:23][CH2:22][CH2:21][NH:20][CH2:19][CH2:18]2)(=[O:16])=[O:15])[C:12]([Cl:24])=[CH:11][CH:10]=1, predict the reactants needed to synthesize it. The reactants are: C(C1[O:6][C:7]2[C:13]([S:14]([N:17]3[CH2:23][CH2:22][CH2:21][NH:20][CH2:19][CH2:18]3)(=[O:16])=[O:15])=[C:12]([Cl:24])[CH:11]=[CH:10][C:8]=2[N:9]=1)(C)(C)C.O.OS(O)(=O)=O.[OH-].[Na+]. (2) Given the product [CH:9]1[C:10]2[NH:11][C:12]3[C:17](=[CH:16][CH:15]=[CH:14][CH:13]=3)[C:18]=2[C:6]([O:5][CH2:4][C@@H:2]([OH:1])[CH2:3][NH:19][CH2:20][CH:21]2[CH2:26][CH2:25][N:24]([CH:27]([CH3:29])[CH3:28])[CH2:23][CH2:22]2)=[CH:7][CH:8]=1, predict the reactants needed to synthesize it. The reactants are: [O:1]1[CH2:3][C@H:2]1[CH2:4][O:5][C:6]1[C:18]2[C:17]3[C:12](=[CH:13][CH:14]=[CH:15][CH:16]=3)[NH:11][C:10]=2[CH:9]=[CH:8][CH:7]=1.[NH2:19][CH2:20][CH:21]1[CH2:26][CH2:25][N:24]([CH:27]([CH3:29])[CH3:28])[CH2:23][CH2:22]1.